From a dataset of Full USPTO retrosynthesis dataset with 1.9M reactions from patents (1976-2016). Predict the reactants needed to synthesize the given product. (1) Given the product [F:22][C:19]1[CH:20]=[CH:21][C:16]([C@:13]2([CH2:23][CH2:24][CH2:25][NH:26][S:27]([CH3:30])(=[O:29])=[O:28])[O:12][C:11](=[O:31])[N:10]([C@H:8]([C:5]3[CH:6]=[CH:7][C:2]([C:37]4[CH:36]=[CH:35][N:34]=[C:33]([CH3:32])[CH:38]=4)=[CH:3][CH:4]=3)[CH3:9])[CH2:15][CH2:14]2)=[CH:17][CH:18]=1, predict the reactants needed to synthesize it. The reactants are: Br[C:2]1[CH:7]=[CH:6][C:5]([C@@H:8]([N:10]2[CH2:15][CH2:14][C@:13]([CH2:23][CH2:24][CH2:25][NH:26][S:27]([CH3:30])(=[O:29])=[O:28])([C:16]3[CH:21]=[CH:20][C:19]([F:22])=[CH:18][CH:17]=3)[O:12][C:11]2=[O:31])[CH3:9])=[CH:4][CH:3]=1.[CH3:32][C:33]1[CH:38]=[C:37](B(O)O)[CH:36]=[CH:35][N:34]=1. (2) Given the product [C:16]1([C:2]2[C:3]([C:11]([O:13][CH2:14][CH3:15])=[O:12])=[CH:4][N:5]3[C:10]=2[CH:9]=[CH:8][CH:7]=[CH:6]3)[CH:21]=[CH:20][CH:19]=[CH:18][CH:17]=1, predict the reactants needed to synthesize it. The reactants are: Br[C:2]1[C:3]([C:11]([O:13][CH2:14][CH3:15])=[O:12])=[CH:4][N:5]2[C:10]=1[CH:9]=[CH:8][CH:7]=[CH:6]2.[C:16]1(B(O)O)[CH:21]=[CH:20][CH:19]=[CH:18][CH:17]=1.OP([O-])(O)=O.[K+].[O-]P([O-])([O-])=O.[K+].[K+].[K+].